Dataset: Reaction yield outcomes from USPTO patents with 853,638 reactions. Task: Predict the reaction yield, written as a fraction of the theoretical maximum amount of product (1.0 means a 100% yield; for example, 0.34 means a 34% yield). (1) The reactants are [CH2:1]([N:8]1[CH2:13][CH2:12][O:11][CH:10]2[CH2:14][N:15]([CH2:17][CH2:18][CH2:19]Cl)[CH2:16][CH:9]12)[C:2]1[CH:7]=[CH:6][CH:5]=[CH:4][CH:3]=1.C([O-])([O-])=O.[K+].[K+].[Cl:27][C:28]1[CH:29]=[C:30]([NH:35][C:36]2[C:45]3[C:40](=[CH:41][C:42]([O:47][CH3:48])=[C:43]([OH:46])[CH:44]=3)[N:39]=[CH:38][N:37]=2)[CH:31]=[CH:32][C:33]=1[F:34]. The catalyst is CN(C=O)C.[I-].C([N+](CCCC)(CCCC)CCCC)CCC.C(Cl)Cl. The product is [CH2:1]([N:8]1[CH2:13][CH2:12][O:11][CH:10]2[CH2:14][N:15]([CH2:17][CH2:18][CH2:19][O:46][C:43]3[CH:44]=[C:45]4[C:40](=[CH:41][C:42]=3[O:47][CH3:48])[N:39]=[CH:38][N:37]=[C:36]4[NH:35][C:30]3[CH:31]=[CH:32][C:33]([F:34])=[C:28]([Cl:27])[CH:29]=3)[CH2:16][CH:9]12)[C:2]1[CH:3]=[CH:4][CH:5]=[CH:6][CH:7]=1. The yield is 0.796. (2) The reactants are [C:1]([O-:4])(=[S:3])[CH3:2].[K+].Cl[C@H:7]([CH2:11][C:12]1[CH:17]=[CH:16][CH:15]=[CH:14][CH:13]=1)[C:8]([OH:10])=[O:9]. The catalyst is CN1CCCC1=O. The product is [C:1]([S:3][C@@H:7]([CH2:11][C:12]1[CH:17]=[CH:16][CH:15]=[CH:14][CH:13]=1)[C:8]([OH:10])=[O:9])(=[O:4])[CH3:2]. The yield is 0.940. (3) The reactants are [Li+].C[Si]([N-][Si](C)(C)C)(C)C.[CH3:11][N:12]([C:25](=[O:28])[CH2:26][CH3:27])[N:13]=[C:14]([C:20]([O:22]CC)=O)[C:15]([O:17]CC)=[O:16].O. The catalyst is C1COCC1. The product is [OH:22][C:20]1[C:14]([C:15]([OH:17])=[O:16])=[N:13][N:12]([CH3:11])[C:25](=[O:28])[C:26]=1[CH3:27]. The yield is 0.470. (4) The reactants are [NH2:1][C:2]1[CH:3]=[C:4]2[C:8](=[CH:9][CH:10]=1)[N:7]([CH2:11][C:12]([O:14][CH3:15])=[O:13])[CH:6]=[CH:5]2.[CH3:16][S:17](Cl)(=[O:19])=[O:18]. The catalyst is N1C=CC=CC=1. The product is [CH3:16][S:17]([NH:1][C:2]1[CH:3]=[C:4]2[C:8](=[CH:9][CH:10]=1)[N:7]([CH2:11][C:12]([O:14][CH3:15])=[O:13])[CH:6]=[CH:5]2)(=[O:19])=[O:18]. The yield is 1.00. (5) The reactants are C(NC1C=CC(C2C=C3C(CN([C@@H](C(C)C)C(O)=O)C3=O)=CC=2)=CC=1)(=O)C1C=CC=CC=1.[Cl:33][C:34]1[CH:66]=[CH:65][C:37]([C:38]([NH:40][C:41]2[CH:46]=[CH:45][C:44]([C:47]3[CH:55]=[C:54]4[C:50]([CH2:51][N:52]([C@@H:57]([CH:62]([CH3:64])[CH3:63])[C:58]([O:60]C)=[O:59])[C:53]4=[O:56])=[CH:49][CH:48]=3)=[CH:43][CH:42]=2)=[O:39])=[CH:36][CH:35]=1. No catalyst specified. The product is [Cl:33][C:34]1[CH:66]=[CH:65][C:37]([C:38]([NH:40][C:41]2[CH:46]=[CH:45][C:44]([C:47]3[CH:55]=[C:54]4[C:50]([CH2:51][N:52]([C@@H:57]([CH:62]([CH3:64])[CH3:63])[C:58]([OH:60])=[O:59])[C:53]4=[O:56])=[CH:49][CH:48]=3)=[CH:43][CH:42]=2)=[O:39])=[CH:36][CH:35]=1. The yield is 0.890.